Dataset: Forward reaction prediction with 1.9M reactions from USPTO patents (1976-2016). Task: Predict the product of the given reaction. (1) Given the reactants C(=O)([O-])[O-].[K+].[K+].F[C:8]1[CH:15]=[CH:14][C:11]([C:12]#[N:13])=[CH:10][CH:9]=1.[C:16]1([C@H:26]([N:28]([CH2:36][C@@H:37]2[C@@H:41]([C:42]3[CH:47]=[CH:46][CH:45]=[CH:44][CH:43]=3)[CH2:40][NH:39][CH2:38]2)[C:29](=[O:35])[O:30][C:31]([CH3:34])([CH3:33])[CH3:32])[CH3:27])[C:25]2[C:20](=[CH:21][CH:22]=[CH:23][CH:24]=2)[CH:19]=[CH:18][CH:17]=1.CS(C)=O, predict the reaction product. The product is: [C:12]([C:11]1[CH:14]=[CH:15][C:8]([N:39]2[CH2:40][C@H:41]([C:42]3[CH:47]=[CH:46][CH:45]=[CH:44][CH:43]=3)[C@@H:37]([CH2:36][N:28]([C@@H:26]([C:16]3[C:25]4[C:20](=[CH:21][CH:22]=[CH:23][CH:24]=4)[CH:19]=[CH:18][CH:17]=3)[CH3:27])[C:29](=[O:35])[O:30][C:31]([CH3:34])([CH3:33])[CH3:32])[CH2:38]2)=[CH:9][CH:10]=1)#[N:13]. (2) Given the reactants [CH3:1][CH:2]([O:4][C:5]([C:7]1[C:8]([N:13]2[CH2:18][CH2:17][NH:16][CH2:15][CH2:14]2)=[N:9][CH:10]=[CH:11][CH:12]=1)=[O:6])[CH3:3].[N+](C1C=CC(C[N:16]2[CH2:15][CH2:14][N:13]([C:8]3[C:7]([C:5]([O:4][CH:2]([CH3:1])[CH3:3])=[O:6])=[CH:12][CH:11]=[CH:10][N:9]=3)[CH2:18][CH2:17]2)=CC=1)([O-])=O.[CH:47]([C:49]1[CH:50]=[C:51]([CH:55]=[CH:56][CH:57]=1)[C:52]([OH:54])=[O:53])=O, predict the reaction product. The product is: [CH3:3][CH:2]([O:4][C:5]([C:7]1[C:8]([N:13]2[CH2:14][CH2:15][N:16]([CH2:47][C:49]3[CH:50]=[C:51]([CH:55]=[CH:56][CH:57]=3)[C:52]([OH:54])=[O:53])[CH2:17][CH2:18]2)=[N:9][CH:10]=[CH:11][CH:12]=1)=[O:6])[CH3:1]. (3) Given the reactants C(OC(N1CCN[C@@H](C)C1)=O)(C)(C)C.[ClH:15].[CH3:16][CH:17]1[CH2:22][NH:21][CH2:20][CH:19](C)[N:18]1[C:24]1[N:29]=[CH:28][CH:27]=[CH:26][N:25]=1, predict the reaction product. The product is: [ClH:15].[CH3:16][C@@H:17]1[N:18]([C:24]2[N:25]=[CH:26][CH:27]=[CH:28][N:29]=2)[CH2:19][CH2:20][NH:21][CH2:22]1. (4) The product is: [CH:28]1([C:31]([N:24]([CH2:23][C:14]2[CH:15]=[C:16]([C:19]([F:22])([F:21])[F:20])[CH:17]=[CH:18][C:13]=2[C:7]2[C:8]([O:11][CH3:12])=[CH:9][CH:10]=[C:5]([CH2:4][C:3]([OH:2])=[O:27])[CH:6]=2)[CH2:25][CH3:26])=[O:32])[CH2:30][CH2:29]1. Given the reactants C[O:2][C:3](=[O:27])[CH2:4][C:5]1[CH:6]=[C:7]([C:13]2[CH:18]=[CH:17][C:16]([C:19]([F:22])([F:21])[F:20])=[CH:15][C:14]=2[CH2:23][NH:24][CH2:25][CH3:26])[C:8]([O:11][CH3:12])=[CH:9][CH:10]=1.[CH:28]1([C:31](Cl)=[O:32])[CH2:30][CH2:29]1, predict the reaction product. (5) Given the reactants Br[C:2]1[CH:7]=[CH:6][C:5]([O:8][CH3:9])=[C:4]([N+:10]([O-:12])=[O:11])[CH:3]=1.[N:13]1[CH:18]=[CH:17][CH:16]=[C:15](B(O)O)[CH:14]=1.C([O-])([O-])=O.[Na+].[Na+], predict the reaction product. The product is: [CH3:9][O:8][C:5]1[CH:6]=[CH:7][C:2]([C:15]2[CH:14]=[N:13][CH:18]=[CH:17][CH:16]=2)=[CH:3][C:4]=1[N+:10]([O-:12])=[O:11].